This data is from Forward reaction prediction with 1.9M reactions from USPTO patents (1976-2016). The task is: Predict the product of the given reaction. (1) Given the reactants [CH3:1][C:2]([NH:14][S:15]([C:18]1[S:19][C:20]([C:23]2[CH:28]=[CH:27][CH:26]=[CH:25][N:24]=2)=[CH:21][CH:22]=1)(=[O:17])=[O:16])([CH3:13])[C:3]([NH:5][O:6]CC[Si](C)(C)C)=[O:4], predict the reaction product. The product is: [OH:6][NH:5][C:3](=[O:4])[C:2]([CH3:1])([NH:14][S:15]([C:18]1[S:19][C:20]([C:23]2[CH:28]=[CH:27][CH:26]=[CH:25][N:24]=2)=[CH:21][CH:22]=1)(=[O:17])=[O:16])[CH3:13]. (2) The product is: [Cl:12][C:13]1[CH:14]=[C:15]([C:20]2[N:1]=[C:2]([NH:4][C:5]3[CH:10]=[CH:9][CH:8]=[C:7]([Br:11])[CH:6]=3)[S:3][CH:21]=2)[CH:16]=[CH:17][C:18]=1[Cl:19]. Given the reactants [NH2:1][C:2]([NH:4][C:5]1[CH:10]=[CH:9][CH:8]=[C:7]([Br:11])[CH:6]=1)=[S:3].[Cl:12][C:13]1[CH:14]=[C:15]([C:20](=O)[CH2:21]Br)[CH:16]=[CH:17][C:18]=1[Cl:19].N1C=CC=CC=1, predict the reaction product. (3) Given the reactants [C:1]([O:5][C:6](=[O:20])[NH:7][CH2:8][CH2:9][N:10]1[C:18]2[C:17](Cl)=[N:16][CH:15]=[N:14][C:13]=2[CH:12]=[CH:11]1)([CH3:4])([CH3:3])[CH3:2].[Cl:21][C:22]1[CH:23]=[C:24]([CH:26]=[CH:27][C:28]=1[O:29][C:30]1[CH:35]=[CH:34][CH:33]=[C:32]([C:36]([F:42])([F:41])[C:37]([CH3:40])([CH3:39])[CH3:38])[CH:31]=1)[NH2:25], predict the reaction product. The product is: [C:1]([O:5][C:6](=[O:20])[NH:7][CH2:8][CH2:9][N:10]1[C:18]2[C:17]([NH:25][C:24]3[CH:26]=[CH:27][C:28]([O:29][C:30]4[CH:35]=[CH:34][CH:33]=[C:32]([C:36]([F:41])([F:42])[C:37]([CH3:38])([CH3:39])[CH3:40])[CH:31]=4)=[C:22]([Cl:21])[CH:23]=3)=[N:16][CH:15]=[N:14][C:13]=2[CH:12]=[CH:11]1)([CH3:4])([CH3:3])[CH3:2]. (4) The product is: [NH2:2][C:3]1[CH:4]=[C:5]2[C:10](=[CH:11][CH:12]=1)[O:9][CH:8]([CH2:13][C:14]([O:16][CH2:17][CH3:18])=[O:15])[CH2:7][CH2:6]2. Given the reactants Cl.[NH2:2][C:3]1[CH:4]=[C:5]2[C:10](=[CH:11][CH:12]=1)[O:9][CH:8]([CH2:13][C:14]([O:16][CH2:17][CH3:18])=[O:15])[CH2:7][CH2:6]2.C(=O)([O-])O.[Na+], predict the reaction product. (5) Given the reactants C(C1N=C(N2CCC(F)(F)C2)C2C(=NN(CC)N=2)N=1)(C)(C)C.[C:23]([C:27]1[N:28]=[C:29]([N:36]2[CH2:40][CH2:39][C@H:38]([O:41]C(=O)C(F)(F)F)[CH2:37]2)[C:30]2[N:35]=[N:34][NH:33][C:31]=2[N:32]=1)([CH3:26])([CH3:25])[CH3:24].Br[CH2:49][C:50]1[C:54]([CH3:55])=[N:53][O:52][N:51]=1, predict the reaction product. The product is: [C:23]([C:27]1[N:28]=[C:29]([N:36]2[CH2:40][CH2:39][C@H:38]([OH:41])[CH2:37]2)[C:30]2[C:31](=[N:33][N:34]([CH2:49][C:50]3[C:54]([CH3:55])=[N:53][O:52][N:51]=3)[N:35]=2)[N:32]=1)([CH3:26])([CH3:24])[CH3:25]. (6) Given the reactants [NH2:1][C:2]1[CH:7]=[CH:6][C:5]([I:8])=[CH:4][C:3]=1[CH2:9][OH:10].[CH2:11]([O:13][C:14](=[O:25])[C:15](=[CH:21]OCC)[C:16]([O:18][CH2:19][CH3:20])=[O:17])[CH3:12], predict the reaction product. The product is: [CH2:11]([O:13][C:14](=[O:25])[C:15](=[CH:21][NH:1][C:2]1[CH:7]=[CH:6][C:5]([I:8])=[CH:4][C:3]=1[CH2:9][OH:10])[C:16]([O:18][CH2:19][CH3:20])=[O:17])[CH3:12]. (7) Given the reactants [F:1][C:2]([F:13])([F:12])[C:3]1[CH:11]=[CH:10][C:6]([C:7](O)=[O:8])=[CH:5][N:4]=1, predict the reaction product. The product is: [F:12][C:2]([F:1])([F:13])[C:3]1[N:4]=[CH:5][C:6]([CH2:7][OH:8])=[CH:10][CH:11]=1.